Dataset: Reaction yield outcomes from USPTO patents with 853,638 reactions. Task: Predict the reaction yield, written as a fraction of the theoretical maximum amount of product (1.0 means a 100% yield; for example, 0.34 means a 34% yield). (1) The reactants are [Cl:1][C:2]1[CH:10]=[CH:9][CH:8]=[C:7]2[C:3]=1[CH:4]=[CH:5][NH:6]2.[F:11][C:12]([F:23])([F:22])[C:13](O[C:13](=[O:14])[C:12]([F:23])([F:22])[F:11])=[O:14].O. The catalyst is CN(C=O)C. The product is [Cl:1][C:2]1[CH:10]=[CH:9][CH:8]=[C:7]2[C:3]=1[C:4]([C:13](=[O:14])[C:12]([F:23])([F:22])[F:11])=[CH:5][NH:6]2. The yield is 0.788. (2) The catalyst is ClCCl. The reactants are O[CH:2]([P:12](=[O:19])([O:16][CH2:17][CH3:18])[O:13][CH2:14][CH3:15])[C:3]1[CH:8]=[CH:7][C:6]([N+:9]([O-:11])=[O:10])=[CH:5][CH:4]=1.C(N(S(F)(F)[F:26])CC)C.OP([O-])(O)=O.[Na+]. The product is [F:26][CH:2]([P:12](=[O:19])([O:16][CH2:17][CH3:18])[O:13][CH2:14][CH3:15])[C:3]1[CH:8]=[CH:7][C:6]([N+:9]([O-:11])=[O:10])=[CH:5][CH:4]=1. The yield is 0.430. (3) The reactants are [N:1]1([C:7]2[CH:12]=[CH:11][C:10]([NH:13][C:14]([C:16]3[CH:25]=[C:24]([O:26][CH2:27][O:28][CH2:29][CH2:30][Si:31]([CH3:34])([CH3:33])[CH3:32])[C:23]4[C:18](=[C:19](Br)[CH:20]=[C:21]([O:35][CH3:36])[CH:22]=4)[N:17]=3)=[O:15])=[CH:9][CH:8]=2)[CH2:6][CH2:5][O:4][CH2:3][CH2:2]1.N1(C2C=CC([NH-])=CC=2)CCOCC1.[CH3:51][N:52]1[CH2:58][CH2:57][CH2:56][NH:55][CH2:54][CH2:53]1.C1C=CC(P(C2C(C3C(P(C4C=CC=CC=4)C4C=CC=CC=4)=CC=C4C=3C=CC=C4)=C3C(C=CC=C3)=CC=2)C2C=CC=CC=2)=CC=1.C(=O)([O-])[O-].[Cs+].[Cs+]. The catalyst is C1(C)C=CC=CC=1. The product is [N:1]1([C:7]2[CH:12]=[CH:11][C:10]([NH:13][C:14]([C:16]3[CH:25]=[C:24]([O:26][CH2:27][O:28][CH2:29][CH2:30][Si:31]([CH3:34])([CH3:33])[CH3:32])[C:23]4[C:18](=[C:19]([N:55]5[CH2:56][CH2:57][CH2:58][N:52]([CH3:51])[CH2:53][CH2:54]5)[CH:20]=[C:21]([O:35][CH3:36])[CH:22]=4)[N:17]=3)=[O:15])=[CH:9][CH:8]=2)[CH2:6][CH2:5][O:4][CH2:3][CH2:2]1. The yield is 0.810. (4) The reactants are Cl[C:2]1[N:7]=[C:6]([NH:8][C@@H:9]2[CH2:14][CH2:13][CH2:12][N:11]([C:15](=[O:18])[CH:16]=[CH2:17])[CH2:10]2)[C:5]([F:19])=[CH:4][N:3]=1.C([O-])([O-])=O.[Cs+].[Cs+].[NH2:26][C:27]1[CH:28]=[C:29]2[C:33](=[CH:34][CH:35]=1)[C:32](=[O:36])[N:31]([CH3:37])[CH2:30]2.CN(C1C(C2C(P(C3CCCCC3)C3CCCCC3)=CC=CC=2)=CC=CC=1)C. The catalyst is C(O)(CC)(C)C.O.C1C=CC(/C=C/C(/C=C/C2C=CC=CC=2)=O)=CC=1.C1C=CC(/C=C/C(/C=C/C2C=CC=CC=2)=O)=CC=1.[Pd]. The product is [C:15]([N:11]1[CH2:12][CH2:13][CH2:14][C@@H:9]([NH:8][C:6]2[C:5]([F:19])=[CH:4][N:3]=[C:2]([NH:26][C:27]3[CH:28]=[C:29]4[C:33](=[CH:34][CH:35]=3)[C:32](=[O:36])[N:31]([CH3:37])[CH2:30]4)[N:7]=2)[CH2:10]1)(=[O:18])[CH:16]=[CH2:17]. The yield is 0.450. (5) The product is [CH3:1][O:2][C:3]1[CH:4]=[C:5]([NH:15][C:16]2[N:25]=[CH:24][C:23]3[CH2:22][CH2:21][CH2:20][CH:19]([N:31]4[CH2:36][CH2:35][CH2:34][CH2:33][CH2:32]4)[C:18]=3[N:17]=2)[CH:6]=[CH:7][C:8]=1[N:9]1[CH:13]=[C:12]([CH3:14])[N:11]=[CH:10]1. The yield is 0.180. The catalyst is CN(C)C=O.O. The reactants are [CH3:1][O:2][C:3]1[CH:4]=[C:5]([NH:15][C:16]2[N:25]=[CH:24][C:23]3[CH2:22][CH2:21][CH2:20][CH:19](OS(C)(=O)=O)[C:18]=3[N:17]=2)[CH:6]=[CH:7][C:8]=1[N:9]1[CH:13]=[C:12]([CH3:14])[N:11]=[CH:10]1.[NH:31]1[CH2:36][CH2:35][CH2:34][CH2:33][CH2:32]1.C(N(CC)CC)C. (6) The reactants are [H-].[Na+].[F:3][C:4]1([F:10])[CH2:7][CH:6]([CH2:8][OH:9])[CH2:5]1.Cl[C:12]1[C:17]([Cl:18])=[CH:16][CH:15]=[CH:14][N:13]=1.Cl. The catalyst is C1COCC1. The product is [Cl:18][C:17]1[C:12]([O:9][CH2:8][CH:6]2[CH2:7][C:4]([F:10])([F:3])[CH2:5]2)=[N:13][CH:14]=[CH:15][CH:16]=1. The yield is 0.850. (7) The reactants are [C:1]([C:3]1[CH:8]=[CH:7][CH:6]=[CH:5][N:4]=1)#[N:2].[CH3:9][C:10]1[CH:11]=[C:12]([CH:14]=[CH:15][C:16]=1[CH3:17])[NH2:13].[K+].[Br-]. No catalyst specified. The product is [CH3:9][C:10]1[CH:11]=[C:12]([NH:13][C:1]([C:3]2[CH:8]=[CH:7][CH:6]=[CH:5][N:4]=2)=[NH:2])[CH:14]=[CH:15][C:16]=1[CH3:17]. The yield is 0.712. (8) The reactants are Br[C:2]1[CH:3]=[C:4]([O:9][CH2:10][C:11]2[C:16]([F:17])=[CH:15][CH:14]=[C:13]([F:18])[C:12]=2[Cl:19])[C:5]([NH2:8])=[N:6][CH:7]=1.CC1(C)C(C)(C)OB([C:28]2[CH:33]=[CH:32][C:31]([NH:34][S:35]([CH2:38][CH2:39][N:40]([CH2:43][CH3:44])[CH2:41][CH3:42])(=[O:37])=[O:36])=[CH:30][CH:29]=2)O1. No catalyst specified. The product is [NH2:8][C:5]1[N:6]=[CH:7][C:2]([C:28]2[CH:33]=[CH:32][C:31]([NH:34][S:35]([CH2:38][CH2:39][N:40]([CH2:43][CH3:44])[CH2:41][CH3:42])(=[O:36])=[O:37])=[CH:30][CH:29]=2)=[CH:3][C:4]=1[O:9][CH2:10][C:11]1[C:16]([F:17])=[CH:15][CH:14]=[C:13]([F:18])[C:12]=1[Cl:19]. The yield is 0.600. (9) The reactants are [NH2:1][C:2]1[C:3]([C:16]([O-:18])=[O:17])=[N:4][C:5]([C:9]2[CH:14]=[CH:13][CH:12]=[CH:11][C:10]=2[F:15])=[C:6]([F:8])[CH:7]=1.[Li+].[OH-]. No catalyst specified. The product is [NH2:1][C:2]1[C:3]([C:16]([OH:18])=[O:17])=[N:4][C:5]([C:9]2[CH:14]=[CH:13][CH:12]=[CH:11][C:10]=2[F:15])=[C:6]([F:8])[CH:7]=1. The yield is 0.900. (10) The catalyst is C1COCC1. The product is [O:8]=[C:5]1[CH2:6][CH2:7][N:1]([C:9]([O:11][C:12]([CH3:15])([CH3:14])[CH3:13])=[O:10])[CH2:2][CH2:3][NH:4]1. The reactants are [NH:1]1[CH2:7][CH2:6][C:5](=[O:8])[NH:4][CH2:3][CH2:2]1.[C:9](O[C:9]([O:11][C:12]([CH3:15])([CH3:14])[CH3:13])=[O:10])([O:11][C:12]([CH3:15])([CH3:14])[CH3:13])=[O:10]. The yield is 0.890.